Dataset: Forward reaction prediction with 1.9M reactions from USPTO patents (1976-2016). Task: Predict the product of the given reaction. Given the reactants [Cl:1][C:2]1[CH:7]=[CH:6][N:5]=[CH:4][C:3]=1[C:8]1[NH:25][C:11]2=[N:12][CH:13]=[C:14](B3OC(C)(C)C(C)(C)O3)[CH:15]=[C:10]2[CH:9]=1.Br[C:27]1[C:28]([CH3:37])=[CH:29][C:30]([S:33]([CH3:36])(=[O:35])=[O:34])=[N:31][CH:32]=1, predict the reaction product. The product is: [Cl:1][C:2]1[CH:7]=[CH:6][N:5]=[CH:4][C:3]=1[C:8]1[NH:25][C:11]2=[N:12][CH:13]=[C:14]([C:27]3[CH:32]=[N:31][C:30]([S:33]([CH3:36])(=[O:34])=[O:35])=[CH:29][C:28]=3[CH3:37])[CH:15]=[C:10]2[CH:9]=1.